From a dataset of Forward reaction prediction with 1.9M reactions from USPTO patents (1976-2016). Predict the product of the given reaction. (1) Given the reactants Br[C:2]1[C:11]([NH:12][C:13](=[O:19])[O:14][C:15]([CH3:18])([CH3:17])[CH3:16])=[CH:10][CH:9]=[C:8]2[C:3]=1[CH:4]=[CH:5][CH:6]=[N:7]2.[CH3:20][C:21]1[CH:26]=[CH:25][CH:24]=[CH:23][C:22]=1B(O)O, predict the reaction product. The product is: [CH3:20][C:21]1[CH:26]=[CH:25][CH:24]=[CH:23][C:22]=1[C:2]1[C:11]([NH:12][C:13](=[O:19])[O:14][C:15]([CH3:18])([CH3:17])[CH3:16])=[CH:10][CH:9]=[C:8]2[C:3]=1[CH:4]=[CH:5][CH:6]=[N:7]2. (2) Given the reactants [NH2:1][C:2]1[C:7]([C:8]2[O:12][N:11]=[C:10]([CH2:13][C:14]3[CH:19]=[CH:18][C:17]([OH:20])=[CH:16][CH:15]=3)[CH:9]=2)=[CH:6][CH:5]=[C:4]([NH2:21])[N:3]=1.[C:22]([C:24]1[CH:25]=[C:26]([CH2:30]O)[CH:27]=[CH:28][CH:29]=1)#[CH:23].C1(P(C2C=CC=CC=2)C2C=CC=CC=2)C=CC=CC=1.N(C(OCC)=O)=NC(OCC)=O, predict the reaction product. The product is: [C:22]([C:24]1[CH:25]=[C:26]([CH:27]=[CH:28][CH:29]=1)[CH2:30][O:20][C:17]1[CH:18]=[CH:19][C:14]([CH2:13][C:10]2[CH:9]=[C:8]([C:7]3[C:2]([NH2:1])=[N:3][C:4]([NH2:21])=[CH:5][CH:6]=3)[O:12][N:11]=2)=[CH:15][CH:16]=1)#[CH:23]. (3) Given the reactants [NH:1]1[CH2:6][CH2:5][CH:4]([N:7]2[C:15]3[C:10](=[CH:11][CH:12]=[C:13]([C:16]([NH2:18])=[O:17])[CH:14]=3)[CH:9]=[CH:8]2)[CH2:3][CH2:2]1.[CH3:19][O:20][C:21]1[CH:26]=[CH:25][CH:24]=[C:23]([N:27]2[CH2:32][CH2:31][O:30][CH2:29][CH2:28]2)[C:22]=1[CH2:33][CH:34]=O.C(O[BH-](OC(=O)C)OC(=O)C)(=O)C.[Na+].[OH-].[Na+], predict the reaction product. The product is: [CH3:19][O:20][C:21]1[CH:26]=[CH:25][CH:24]=[C:23]([N:27]2[CH2:32][CH2:31][O:30][CH2:29][CH2:28]2)[C:22]=1[CH2:33][CH2:34][N:1]1[CH2:2][CH2:3][CH:4]([N:7]2[C:15]3[C:10](=[CH:11][CH:12]=[C:13]([C:16]([NH2:18])=[O:17])[CH:14]=3)[CH:9]=[CH:8]2)[CH2:5][CH2:6]1. (4) Given the reactants [Cl:1][C:2]1[CH:3]=[C:4]([C:8]2[N:9]3[C:15](=[S:16])[NH:14][CH:13]=[C:10]3[S:11][CH:12]=2)[CH:5]=[CH:6][CH:7]=1.CCN(C(C)C)C(C)C.Br[CH2:27][C:28]1[C:33]([F:34])=[CH:32][CH:31]=[CH:30][C:29]=1[Cl:35], predict the reaction product. The product is: [Cl:35][C:29]1[CH:30]=[CH:31][CH:32]=[C:33]([F:34])[C:28]=1[CH2:27][S:16][C:15]1[N:9]2[C:10]([S:11][CH:12]=[C:8]2[C:4]2[CH:5]=[CH:6][CH:7]=[C:2]([Cl:1])[CH:3]=2)=[CH:13][N:14]=1. (5) Given the reactants [CH2:1]([O:8][C:9]([N:11]1[CH2:15][CH2:14][CH2:13][C@H:12]1[C:16](=[O:30])[NH:17][C:18]1[S:19][CH:20]=[C:21]([C:23]2[CH:28]=[CH:27][C:26]([NH2:29])=[CH:25][CH:24]=2)[N:22]=1)=[O:10])[C:2]1[CH:7]=[CH:6][CH:5]=[CH:4][CH:3]=1.C(N(CC)CC)C.[C:38](Cl)(=[O:43])[CH2:39][CH2:40][CH2:41][CH3:42], predict the reaction product. The product is: [CH2:1]([O:8][C:9]([N:11]1[CH2:15][CH2:14][CH2:13][CH:12]1[C:16](=[O:30])[NH:17][C:18]1[S:19][CH:20]=[C:21]([C:23]2[CH:24]=[CH:25][C:26]([NH:29][C:38](=[O:43])[CH2:39][CH2:40][CH2:41][CH3:42])=[CH:27][CH:28]=2)[N:22]=1)=[O:10])[C:2]1[CH:3]=[CH:4][CH:5]=[CH:6][CH:7]=1. (6) Given the reactants Cl[CH2:2][C:3]([N:5]1[CH2:10][CH2:9][CH:8]([CH2:11][O:12][C:13]2[CH:22]=[C:21]3[C:16]([C:17]([NH:23][C:24]4[CH:29]=[CH:28][C:27]([Cl:30])=[CH:26][C:25]=4[F:31])=[N:18][CH:19]=[N:20]3)=[CH:15][C:14]=2[O:32][CH3:33])[CH2:7][CH2:6]1)=[O:4].[NH:34]1[CH2:38][CH2:37][CH2:36][CH2:35]1, predict the reaction product. The product is: [Cl:30][C:27]1[CH:28]=[CH:29][C:24]([NH:23][C:17]2[C:16]3[C:21](=[CH:22][C:13]([O:12][CH2:11][CH:8]4[CH2:7][CH2:6][N:5]([C:3](=[O:4])[CH2:2][N:34]5[CH2:38][CH2:37][CH2:36][CH2:35]5)[CH2:10][CH2:9]4)=[C:14]([O:32][CH3:33])[CH:15]=3)[N:20]=[CH:19][N:18]=2)=[C:25]([F:31])[CH:26]=1. (7) Given the reactants [OH:1][C:2]1[N:3]=[CH:4][C:5]2[C:10]([CH:11]=1)=[CH:9][CH:8]=[CH:7][CH:6]=2.[I-].C[N+]1C=CN([C:19](=[O:28])[N:20]([CH3:27])[C:21]2[CH:26]=[CH:25][CH:24]=[CH:23][CH:22]=2)C=1.C(N(CC)CC)C, predict the reaction product. The product is: [CH:4]1[C:5]2[C:10](=[CH:9][CH:8]=[CH:7][CH:6]=2)[CH:11]=[C:2]([O:1][C:19](=[O:28])[N:20]([CH3:27])[C:21]2[CH:26]=[CH:25][CH:24]=[CH:23][CH:22]=2)[N:3]=1. (8) The product is: [O:1]=[C:2]([C:6]1[CH:11]=[CH:10][CH:9]=[CH:8][C:7]=1[C:12]([F:13])([F:14])[F:15])[CH2:3][C:4]([NH2:5])=[O:16]. Given the reactants [O:1]=[C:2]([C:6]1[CH:11]=[CH:10][CH:9]=[CH:8][C:7]=1[C:12]([F:15])([F:14])[F:13])[CH2:3][C:4]#[N:5].[OH-:16].[NH4+], predict the reaction product. (9) Given the reactants Br[CH2:2][C:3]1[N:7]([CH3:8])[N:6]([CH:9]2[CH2:14][CH2:13][CH2:12][CH2:11][CH2:10]2)[C:5](=[O:15])[C:4]=1[Cl:16].[C:17]1([N:23]2[C:27]3([CH2:32][CH2:31][NH:30][CH2:29][CH2:28]3)[C:26](=[O:33])[NH:25][CH2:24]2)[CH:22]=[CH:21][CH:20]=[CH:19][CH:18]=1.C(=O)([O-])[O-].[K+].[K+], predict the reaction product. The product is: [Cl:16][C:4]1[C:5](=[O:15])[N:6]([CH:9]2[CH2:14][CH2:13][CH2:12][CH2:11][CH2:10]2)[N:7]([CH3:8])[C:3]=1[CH2:2][N:30]1[CH2:29][CH2:28][C:27]2([N:23]([C:17]3[CH:22]=[CH:21][CH:20]=[CH:19][CH:18]=3)[CH2:24][NH:25][C:26]2=[O:33])[CH2:32][CH2:31]1. (10) Given the reactants [S:1]1[C:5]2[CH:6]=[CH:7][CH:8]=[C:9]([O:10][C:11]3[CH:16]=[CH:15][C:14]([NH:17][C:18]4[C:19]5[N:26]([CH2:27][CH2:28][OH:29])[CH:25]=[CH:24][C:20]=5[N:21]=[CH:22][N:23]=4)=[CH:13][C:12]=3[Cl:30])[C:4]=2[CH:3]=[N:2]1.O.[C:32]1([CH3:42])[CH:37]=[CH:36][C:35]([S:38](O)(=[O:40])=[O:39])=[CH:34][CH:33]=1.C(OCC)(=O)C, predict the reaction product. The product is: [C:32]1([CH3:42])[CH:37]=[CH:36][C:35]([S:38]([O:29][CH2:28][CH2:27][N:26]2[C:19]3[C:18]([NH:17][C:14]4[CH:15]=[CH:16][C:11]([O:10][C:9]5[C:4]6[CH:3]=[N:2][S:1][C:5]=6[CH:6]=[CH:7][CH:8]=5)=[C:12]([Cl:30])[CH:13]=4)=[N:23][CH:22]=[N:21][C:20]=3[CH:24]=[CH:25]2)(=[O:40])=[O:39])=[CH:34][CH:33]=1.